From a dataset of Peptide-MHC class I binding affinity with 185,985 pairs from IEDB/IMGT. Regression. Given a peptide amino acid sequence and an MHC pseudo amino acid sequence, predict their binding affinity value. This is MHC class I binding data. The peptide sequence is KQLPPLAAW. The MHC is HLA-A03:01 with pseudo-sequence HLA-A03:01. The binding affinity (normalized) is 0.0847.